From a dataset of NCI-60 drug combinations with 297,098 pairs across 59 cell lines. Regression. Given two drug SMILES strings and cell line genomic features, predict the synergy score measuring deviation from expected non-interaction effect. (1) Drug 1: C1CCC(CC1)NC(=O)N(CCCl)N=O. Drug 2: C#CCC(CC1=CN=C2C(=N1)C(=NC(=N2)N)N)C3=CC=C(C=C3)C(=O)NC(CCC(=O)O)C(=O)O. Cell line: A498. Synergy scores: CSS=7.50, Synergy_ZIP=-4.09, Synergy_Bliss=-1.52, Synergy_Loewe=-4.48, Synergy_HSA=-2.55. (2) Drug 1: CC12CCC3C(C1CCC2=O)CC(=C)C4=CC(=O)C=CC34C. Drug 2: C(CCl)NC(=O)N(CCCl)N=O. Cell line: 786-0. Synergy scores: CSS=17.9, Synergy_ZIP=-0.679, Synergy_Bliss=-1.79, Synergy_Loewe=-3.45, Synergy_HSA=-2.33. (3) Drug 1: C1=C(C(=O)NC(=O)N1)N(CCCl)CCCl. Drug 2: COC1=NC(=NC2=C1N=CN2C3C(C(C(O3)CO)O)O)N. Cell line: UACC-257. Synergy scores: CSS=15.7, Synergy_ZIP=-1.95, Synergy_Bliss=4.88, Synergy_Loewe=-4.19, Synergy_HSA=1.73. (4) Drug 1: CS(=O)(=O)C1=CC(=C(C=C1)C(=O)NC2=CC(=C(C=C2)Cl)C3=CC=CC=N3)Cl. Drug 2: C1CNP(=O)(OC1)N(CCCl)CCCl. Cell line: 786-0. Synergy scores: CSS=15.0, Synergy_ZIP=7.03, Synergy_Bliss=10.5, Synergy_Loewe=0.481, Synergy_HSA=8.50. (5) Drug 1: C1=CC(=CC=C1CCCC(=O)O)N(CCCl)CCCl. Drug 2: C(=O)(N)NO. Cell line: UO-31. Synergy scores: CSS=12.6, Synergy_ZIP=-5.65, Synergy_Bliss=-4.65, Synergy_Loewe=-7.79, Synergy_HSA=-3.38. (6) Drug 1: CNC(=O)C1=CC=CC=C1SC2=CC3=C(C=C2)C(=NN3)C=CC4=CC=CC=N4. Drug 2: C1CNP(=O)(OC1)N(CCCl)CCCl. Cell line: OVCAR3. Synergy scores: CSS=-5.37, Synergy_ZIP=6.33, Synergy_Bliss=6.40, Synergy_Loewe=-0.442, Synergy_HSA=-2.64. (7) Drug 1: CCC1(CC2CC(C3=C(CCN(C2)C1)C4=CC=CC=C4N3)(C5=C(C=C6C(=C5)C78CCN9C7C(C=CC9)(C(C(C8N6C=O)(C(=O)OC)O)OC(=O)C)CC)OC)C(=O)OC)O.OS(=O)(=O)O. Drug 2: C1C(C(OC1N2C=NC3=C(N=C(N=C32)Cl)N)CO)O. Cell line: NCI-H322M. Synergy scores: CSS=0.926, Synergy_ZIP=0.325, Synergy_Bliss=2.55, Synergy_Loewe=1.29, Synergy_HSA=-0.0764.